Dataset: Reaction yield outcomes from USPTO patents with 853,638 reactions. Task: Predict the reaction yield, written as a fraction of the theoretical maximum amount of product (1.0 means a 100% yield; for example, 0.34 means a 34% yield). (1) The reactants are [OH:1][CH2:2][CH:3]1[CH2:6][N:5]([C:7]([O:9][C:10]([CH3:13])([CH3:12])[CH3:11])=[O:8])[CH2:4]1.C(N(CC)CC)C.[CH3:21][S:22](Cl)(=[O:24])=[O:23]. The catalyst is O1CCCC1. The product is [CH3:21][S:22]([O:1][CH2:2][CH:3]1[CH2:6][N:5]([C:7]([O:9][C:10]([CH3:13])([CH3:12])[CH3:11])=[O:8])[CH2:4]1)(=[O:24])=[O:23]. The yield is 0.920. (2) The reactants are [CH3:1][C:2]1[CH:14]=[C:13]([C:15](=[O:28])[CH2:16][CH2:17][C:18]2[S:19][C:20]3[CH:27]=[CH:26][CH:25]=[CH:24][C:21]=3[C:22]=2[CH3:23])[CH:12]=[CH:11][C:3]=1[O:4][CH2:5][C:6]([O:8]CC)=[O:7].O.O.[OH-].[Li+].Cl. The catalyst is C(O)C. The product is [CH3:1][C:2]1[CH:14]=[C:13]([C:15](=[O:28])[CH2:16][CH2:17][C:18]2[S:19][C:20]3[CH:27]=[CH:26][CH:25]=[CH:24][C:21]=3[C:22]=2[CH3:23])[CH:12]=[CH:11][C:3]=1[O:4][CH2:5][C:6]([OH:8])=[O:7]. The yield is 0.590. (3) The reactants are [N:1]([C:4]1[CH:11]=[CH:10][C:7]([C:8]#[N:9])=[C:6]([C:12]([F:15])([F:14])[F:13])[CH:5]=1)=[C:2]=[S:3].[C:16]([C:18]1([NH:22][C:23]2[CH:31]=[CH:30][C:26]([C:27](O)=[O:28])=[CH:25][CH:24]=2)[CH2:21][CH2:20][CH2:19]1)#N.[CH3:32][OH:33].Cl.CN(C=[O:39])C. The catalyst is O. The product is [CH3:32][O:33][C:27](=[O:28])[C:26]1[CH:30]=[CH:31][C:23]([N:22]2[C:2](=[S:3])[N:1]([C:4]3[CH:11]=[CH:10][C:7]([C:8]#[N:9])=[C:6]([C:12]([F:13])([F:15])[F:14])[CH:5]=3)[C:16](=[O:39])[C:18]32[CH2:21][CH2:20][CH2:19]3)=[CH:24][CH:25]=1. The yield is 0.120. (4) The reactants are [Cl:1][C:2]1[CH:7]=[CH:6][C:5]([CH:8]=[CH2:9])=[CH:4][CH:3]=1.[N+:10]([C:13]1[CH:18]=[CH:17][C:16]([S:19]([N:22]=C2CCCCI2C2C=CC=CC=2)(=[O:21])=[O:20])=[CH:15][CH:14]=1)([O-:12])=[O:11]. The catalyst is C(#N)C.CC#N.CC#N.CC#N.CC#N.F[P-](F)(F)(F)(F)F.[Cu+]. The product is [Cl:1][C:2]1[CH:7]=[CH:6][C:5]([CH:8]2[CH2:9][N:22]2[S:19]([C:16]2[CH:15]=[CH:14][C:13]([N+:10]([O-:12])=[O:11])=[CH:18][CH:17]=2)(=[O:21])=[O:20])=[CH:4][CH:3]=1. The yield is 0.818. (5) The reactants are [CH3:1][O:2][C:3]1[CH:8]=[CH:7][C:6]([C:9](=O)[C:10]([O:12][CH2:13][CH3:14])=[O:11])=[CH:5][CH:4]=1.Cl.[NH2:17][OH:18].C([O-])(=O)C.[Na+]. The catalyst is C(O)C. The product is [OH:18]/[N:17]=[C:9](/[C:6]1[CH:7]=[CH:8][C:3]([O:2][CH3:1])=[CH:4][CH:5]=1)\[C:10]([O:12][CH2:13][CH3:14])=[O:11]. The yield is 0.560. (6) The reactants are [CH2:1]([O:8][C:9]1[CH:14]=[C:13]([OH:15])[CH:12]=[CH:11][C:10]=1/[CH:16]=[CH:17]/[C:18]([O:20][CH2:21][CH3:22])=[O:19])[C:2]1[CH:7]=[CH:6][CH:5]=[CH:4][CH:3]=1.C1(P(C2C=CC=CC=2)C2C=CC=CC=2)C=CC=CC=1.O[CH2:43][CH2:44][N:45]1[CH2:49][CH2:48][CH2:47][C:46]1=[O:50].N(C(OCC)=O)=NC(OCC)=O. The catalyst is O1CCCC1.C(OCC)(=O)C.C(OCC)(=O)C.CO. The product is [CH2:1]([O:8][C:9]1[CH:14]=[C:13]([O:15][CH2:43][CH2:44][N:45]2[CH2:49][CH2:48][CH2:47][C:46]2=[O:50])[CH:12]=[CH:11][C:10]=1/[CH:16]=[CH:17]/[C:18]([O:20][CH2:21][CH3:22])=[O:19])[C:2]1[CH:3]=[CH:4][CH:5]=[CH:6][CH:7]=1. The yield is 1.00. (7) The reactants are [CH2:1]([N:8]([CH2:14]OC)[CH2:9][Si](C)(C)C)[C:2]1[CH:7]=[CH:6][CH:5]=[CH:4][CH:3]=1.[Si:17]([O:24][CH2:25][C@H:26]([CH3:30])/[CH:27]=[CH:28]/[CH3:29])([C:20]([CH3:23])([CH3:22])[CH3:21])([CH3:19])[CH3:18].FC(F)(F)[C:33](O)=[O:34].O.C(=O)(O)[O-:40].[Na+]. The catalyst is C(Cl)Cl. The product is [CH3:33][O:34][C:29]([CH:28]1[CH:27]([C@@H:26]([CH3:30])[CH2:25][O:24][Si:17]([C:20]([CH3:21])([CH3:22])[CH3:23])([CH3:19])[CH3:18])[CH2:9][N:8]([CH2:1][C:2]2[CH:3]=[CH:4][CH:5]=[CH:6][CH:7]=2)[CH2:14]1)=[O:40]. The yield is 0.690. (8) The reactants are BrCCO.OCC[O:8][C:9]1[CH:10]=[C:11]([CH:14]=[CH:15][C:16]=1[O:17][CH:18]([CH3:20])[CH3:19])[CH:12]=[O:13]. No catalyst specified. The product is [OH:8][C:9]1[CH:10]=[C:11]([CH:14]=[CH:15][C:16]=1[O:17][CH:18]([CH3:20])[CH3:19])[CH:12]=[O:13]. The yield is 0.750. (9) The catalyst is C(O)(=O)C. The yield is 0.530. The product is [CH:17]1[C:16]2[C:21](=[C:12]3[C:13](=[CH:14][CH:15]=2)[C:4]2[C:3](=[CH:2][CH:7]=[CH:6][CH:5]=2)[S:8](=[O:10])(=[O:9])[NH:11]3)[N:20]=[CH:19][CH:18]=1. The reactants are N[C:2]1[CH:7]=[CH:6][CH:5]=[CH:4][C:3]=1[S:8]([NH:11][C:12]1[CH:13]=[CH:14][CH:15]=[C:16]2[C:21]=1[N:20]=[CH:19][CH:18]=[CH:17]2)(=[O:10])=[O:9].N(OC(C)(C)C)=O. (10) The reactants are [CH3:1][O:2][C:3]([NH:5][C@H:6]([C:10]([N:12]1[C@@H:16]([CH3:17])[CH2:15][CH2:14][C@H:13]1[C:18]1[NH:22][C:21]2[C:23]3[C:28]([CH:29]=[CH:30][C:20]=2[N:19]=1)=[CH:27][C:26]1[C:31]2[C:36]([CH2:37][O:38][C:25]=1[CH:24]=3)=[CH:35][C:34]([C:39]1[NH:43][C:42]([C@@H:44]3[CH2:48][C@H:47]([CH2:49][O:50][CH3:51])[CH2:46][N:45]3C(OC(C)(C)C)=O)=[N:41][CH:40]=1)=[CH:33][CH:32]=2)=[O:11])[CH:7]([CH3:9])[CH3:8])=[O:4].Cl.[CH3:60][O:61][C:62]([NH:64][C@@H:65]([C@@H:69]([CH3:72])[CH2:70][CH3:71])[C:66]([OH:68])=O)=[O:63].CN(C(ON1N=NC2C=CC=NC1=2)=[N+](C)C)C.F[P-](F)(F)(F)(F)F.CCN(C(C)C)C(C)C. The catalyst is C(Cl)Cl.CN(C=O)C. The product is [CH3:1][O:2][C:3]([NH:5][C@@H:6]([CH:7]([CH3:9])[CH3:8])[C:10]([N:12]1[C@@H:16]([CH3:17])[CH2:15][CH2:14][C@H:13]1[C:18]1[NH:22][C:21]2[C:23]3[C:28]([CH:29]=[CH:30][C:20]=2[N:19]=1)=[CH:27][C:26]1[C:31]2[C:36]([CH2:37][O:38][C:25]=1[CH:24]=3)=[CH:35][C:34]([C:39]1[NH:43][C:42]([C@@H:44]3[CH2:48][C@H:47]([CH2:49][O:50][CH3:51])[CH2:46][N:45]3[C:66](=[O:68])[C@@H:65]([NH:64][C:62](=[O:63])[O:61][CH3:60])[C@@H:69]([CH3:72])[CH2:70][CH3:71])=[N:41][CH:40]=1)=[CH:33][CH:32]=2)=[O:11])=[O:4]. The yield is 0.590.